Dataset: Catalyst prediction with 721,799 reactions and 888 catalyst types from USPTO. Task: Predict which catalyst facilitates the given reaction. (1) Reactant: [CH3:1][NH2:2].C(O)C.Cl[C:7]1[C:12]([NH2:13])=[C:11]([Cl:14])[N:10]=[CH:9][N:8]=1. Product: [NH2:13][C:12]1[C:7]([CH2:1][NH2:2])=[N:8][CH:9]=[N:10][C:11]=1[Cl:14]. The catalyst class is: 66. (2) Reactant: [CH3:1][O:2][C:3]1[CH:4]=[C:5]([CH:8]=[CH:9][C:10]=1[N:11]1[CH:15]=[C:14]([CH3:16])[N:13]=[CH:12]1)[CH:6]=O.[CH2:17]([O:19][C:20](=[O:40])[CH:21](P(OCC)(OCC)=O)[CH2:22][CH2:23][CH2:24][O:25][CH:26]1[CH2:31][CH2:30][CH2:29][CH2:28][O:27]1)[CH3:18].O.[OH-].[Li+].[Cl-].[NH4+]. Product: [CH2:17]([O:19][C:20](=[O:40])/[C:21](=[CH:6]/[C:5]1[CH:8]=[CH:9][C:10]([N:11]2[CH:15]=[C:14]([CH3:16])[N:13]=[CH:12]2)=[C:3]([O:2][CH3:1])[CH:4]=1)/[CH2:22][CH2:23][CH2:24][O:25][CH:26]1[CH2:31][CH2:30][CH2:29][CH2:28][O:27]1)[CH3:18]. The catalyst class is: 476. (3) Reactant: [CH:1]1[CH:10]=[N:9][C:8]2[C:3](=[C:4]([N+:12]([O-:14])=[O:13])[CH:5]=[CH:6][C:7]=2[OH:11])[CH:2]=1.[OH:15][CH2:16][CH2:17][N+:18]([CH3:21])([CH3:20])[CH3:19]. Product: [CH:1]1[CH:10]=[N:9][C:8]2[C:3](=[C:4]([N+:12]([O-:14])=[O:13])[CH:5]=[CH:6][C:7]=2[OH:11])[CH:2]=1.[OH:15][CH2:16][CH2:17][N+:18]([CH3:21])([CH3:20])[CH3:19]. The catalyst class is: 32. (4) Reactant: [C:1]([C:3]1[N:8]=[C:7]([CH3:9])[CH:6]=[CH:5][N:4]=1)#[N:2].[H][H]. Product: [CH3:9][C:7]1[CH:6]=[CH:5][N:4]=[C:3]([CH2:1][NH2:2])[N:8]=1. The catalyst class is: 19. (5) Reactant: [CH3:1][C:2]1[N:3]([C:8]2[CH:9]=[C:10]3[C:15](=[CH:16][CH:17]=2)[CH2:14][NH:13][CH2:12][CH2:11]3)[C:4]([CH3:7])=[CH:5][CH:6]=1. Product: [CH3:1][C:2]1[N:3]([C:8]2[CH:9]=[C:10]3[C:15](=[CH:16][CH:17]=2)[CH:14]=[N:13][CH2:12][CH2:11]3)[C:4]([CH3:7])=[CH:5][CH:6]=1. The catalyst class is: 485. (6) Reactant: [C:1]([C:5]1[CH:9]=[C:8]([NH:10][C:11]([NH:13][C@@H:14]2[C:23]3[C:18](=[CH:19][CH:20]=[CH:21][CH:22]=3)[C@H:17]([O:24][C:25]3[CH:26]=[CH:27][C:28]4[N:29]([C:31]([N:34]5[CH2:39][CH2:38][CH2:37][CH2:36][C@@H:35]5[CH3:40])=[N:32][N:33]=4)[CH:30]=3)[CH2:16][CH2:15]2)=[O:12])[N:7]([C:41]2[CH:42]=[C:43]([CH2:47][CH2:48][O:49]S(C)(=O)=O)[CH:44]=[CH:45][CH:46]=2)[N:6]=1)([CH3:4])([CH3:3])[CH3:2].[NH:54]1[CH2:59][CH2:58][O:57][CH2:56][CH2:55]1. Product: [CH:48]([OH:49])=[O:57].[C:1]([C:5]1[CH:9]=[C:8]([NH:10][C:11]([NH:13][C@@H:14]2[C:23]3[C:18](=[CH:19][CH:20]=[CH:21][CH:22]=3)[C@H:17]([O:24][C:25]3[CH:26]=[CH:27][C:28]4[N:29]([C:31]([N:34]5[CH2:39][CH2:38][CH2:37][CH2:36][C@@H:35]5[CH3:40])=[N:32][N:33]=4)[CH:30]=3)[CH2:16][CH2:15]2)=[O:12])[N:7]([C:41]2[CH:46]=[CH:45][CH:44]=[C:43]([CH2:47][CH2:48][N:54]3[CH2:59][CH2:58][O:57][CH2:56][CH2:55]3)[CH:42]=2)[N:6]=1)([CH3:2])([CH3:3])[CH3:4]. The catalyst class is: 1. (7) Reactant: O[N:2]=[C:3]1[C:9]2[CH:10]=[CH:11][CH2:12][CH2:13][C:8]=2[CH2:7][CH2:6][N:5]([CH3:14])[C:4]1=[O:15].C(O)C.[OH-].[Na+]. Product: [NH2:2][CH:3]1[C:9]2[CH:10]=[CH:11][CH2:12][CH2:13][C:8]=2[CH2:7][CH2:6][N:5]([CH3:14])[C:4]1=[O:15]. The catalyst class is: 4.